Dataset: NCI-60 drug combinations with 297,098 pairs across 59 cell lines. Task: Regression. Given two drug SMILES strings and cell line genomic features, predict the synergy score measuring deviation from expected non-interaction effect. Drug 1: C1=CC=C(C=C1)NC(=O)CCCCCCC(=O)NO. Drug 2: C1C(C(OC1N2C=NC3=C2NC=NCC3O)CO)O. Cell line: SK-OV-3. Synergy scores: CSS=6.68, Synergy_ZIP=-1.59, Synergy_Bliss=1.84, Synergy_Loewe=-5.11, Synergy_HSA=-1.62.